This data is from hERG Central: cardiac toxicity at 1µM, 10µM, and general inhibition. The task is: Predict hERG channel inhibition at various concentrations. (1) The molecule is O=C(O)C(=O)O.OCCNCCCOc1ccc(Cl)cc1Br. Results: hERG_inhib (hERG inhibition (general)): blocker. (2) The drug is c1ccc(-c2nc(N3CCNCC3)nc3ccccc23)cc1. Results: hERG_inhib (hERG inhibition (general)): blocker. (3) The drug is CC(=O)NCCC(=O)Nc1cc(S(=O)(=O)N2CCCCC2)ccc1Oc1cccc(C)c1. Results: hERG_inhib (hERG inhibition (general)): blocker. (4) Results: hERG_inhib (hERG inhibition (general)): blocker. The molecule is COc1cccc(C(=O)N2CCN(Cc3cc(Br)ccc3OC)CC2)c1.O=C(O)C(=O)O. (5) The molecule is CCc1nc(N2CCN(C(=O)c3ccco3)CC2)c2c3c(sc2n1)CCCC3. Results: hERG_inhib (hERG inhibition (general)): blocker. (6) The molecule is O=C(Nc1ccc(Oc2ccccc2)cc1)C1CCN(c2c3c(nc4ncnn24)CCC3)CC1. Results: hERG_inhib (hERG inhibition (general)): blocker.